From a dataset of Full USPTO retrosynthesis dataset with 1.9M reactions from patents (1976-2016). Predict the reactants needed to synthesize the given product. (1) Given the product [CH3:12][C:11]1([CH3:13])[S:4][CH2:3][CH2:2][NH:1][C:10]1=[O:9], predict the reactants needed to synthesize it. The reactants are: [NH2:1][CH2:2][CH2:3][SH:4].[OH-].[K+].C([O:9][C:10](=O)[C:11](Br)([CH3:13])[CH3:12])C. (2) The reactants are: C([O:8][C:9]1[CH:10]=[CH:11][C:12]2[C:13]3[S:22][C:21]([CH2:23][CH2:24][CH3:25])=[N:20][C:14]=3[C:15]([NH2:19])=[N:16][C:17]=2[CH:18]=1)C1C=CC=CC=1.Br.[OH-].[Na+]. Given the product [OH:8][C:9]1[CH:10]=[CH:11][C:12]2[C:13]3[S:22][C:21]([CH2:23][CH2:24][CH3:25])=[N:20][C:14]=3[C:15]([NH2:19])=[N:16][C:17]=2[CH:18]=1, predict the reactants needed to synthesize it. (3) Given the product [CH3:3][N:4]1[C:8]2[CH:9]=[CH:10][CH:11]=[CH:12][C:7]=2[N:6]2[CH:13]=[C:14]([CH:16]=[O:17])[N:15]=[C:5]12, predict the reactants needed to synthesize it. The reactants are: [Li+].[BH4-].[CH3:3][N:4]1[C:8]2[CH:9]=[CH:10][CH:11]=[CH:12][C:7]=2[N:6]2[CH:13]=[C:14]([C:16](OCC)=[O:17])[N:15]=[C:5]12. (4) Given the product [Cl:1][C:2]1[C:11]2[C:6](=[CH:7][CH:8]=[C:9]([C:67]([C:66]3[N:62]([CH3:61])[N:63]=[N:64][CH:65]=3)([CH:69]3[CH2:74][CH2:73][O:72][CH2:71][CH2:70]3)[OH:68])[CH:10]=2)[N:5]=[C:4]([O:22][CH3:23])[C:3]=1[CH2:24][C:25]1[CH:30]=[CH:29][C:28]([C:31]([F:34])([F:32])[F:33])=[CH:27][CH:26]=1, predict the reactants needed to synthesize it. The reactants are: [Cl:1][C:2]1[C:11]2[C:6](=[CH:7][CH:8]=[C:9](C(C3C(C)=NC(C)=CC=3)O)[CH:10]=2)[N:5]=[C:4]([O:22][CH3:23])[C:3]=1[CH2:24][C:25]1[CH:30]=[CH:29][C:28]([C:31]([F:34])([F:33])[F:32])=[CH:27][CH:26]=1.N1(C2C=CC(CC3C(Cl)=NC4C(C=3Cl)=CC(Br)=CC=4C)=CC=2)C=CC=N1.[CH3:61][N:62]1[C:66]([C:67]([CH:69]2[CH2:74][CH2:73][O:72][CH2:71][CH2:70]2)=[O:68])=[CH:65][N:64]=[N:63]1.S1C(CC2C(OC)=NC3C(C=2Cl)=CC(C(C2N(C)C=NC=2)(C2C=NC(C(F)(F)F)=CC=2)O)=CC=3)=CC2C=CC=CC1=2. (5) Given the product [C:1]([C:5]1[CH:10]=[CH:9][CH:8]=[CH:7][C:6]=1[O:11][CH2:14][C:13]#[CH:12])([CH3:4])([CH3:2])[CH3:3], predict the reactants needed to synthesize it. The reactants are: [C:1]([C:5]1[CH:10]=[CH:9][CH:8]=[CH:7][C:6]=1[OH:11])([CH3:4])([CH3:3])[CH3:2].[CH:12]#[C:13][CH2:14]Br.C([O-])([O-])=O.[K+].[K+]. (6) Given the product [CH2:30]([N:14]([CH2:13][CH2:12][CH2:11][C:5]1[C:4]2[C:8](=[CH:9][CH:10]=[C:2]([F:1])[CH:3]=2)[NH:7][CH:6]=1)[CH2:15][CH:16]1[CH2:17][O:18][C:19]2[CH:20]=[CH:21][C:22]3[N:28]=[C:27]([CH3:29])[O:26][C:23]=3[C:24]=2[O:25]1)[CH3:31], predict the reactants needed to synthesize it. The reactants are: [F:1][C:2]1[CH:3]=[C:4]2[C:8](=[CH:9][CH:10]=1)[NH:7][CH:6]=[C:5]2[CH2:11][CH2:12][CH2:13][NH:14][CH2:15][CH:16]1[O:25][C:24]2[C:19](=[CH:20][CH:21]=[C:22]3[N:28]=[C:27]([CH3:29])[O:26][C:23]3=2)[O:18][CH2:17]1.[CH:30](=O)[CH3:31].C([BH3-])#N.[Na+].C(O)(=O)C. (7) Given the product [C:7]1([C:23]2[CH:28]=[CH:27][CH:26]=[CH:25][CH:24]=2)[CH:12]=[CH:11][C:10]([CH2:13][O:14][C:15]2[CH:16]=[C:17]([C:18]3[NH:19][N:3]=[N:2][N:1]=3)[CH:20]=[CH:21][CH:22]=2)=[CH:9][CH:8]=1, predict the reactants needed to synthesize it. The reactants are: [N-:1]=[N+:2]=[N-:3].[Na+].[Cl-].[NH4+].[C:7]1([C:23]2[CH:28]=[CH:27][CH:26]=[CH:25][CH:24]=2)[CH:12]=[CH:11][C:10]([CH2:13][O:14][C:15]2[CH:16]=[C:17]([CH:20]=[CH:21][CH:22]=2)[C:18]#[N:19])=[CH:9][CH:8]=1.O. (8) Given the product [CH3:17][O:18][C:19]1[CH:26]=[C:25]([O:27][CH3:28])[CH:24]=[CH:23][C:20]=1[C:21]1[N:2]([CH3:1])[C:3](=[O:4])[C:5]2[C:6]([C:11]3[CH:16]=[CH:15][CH:14]=[CH:13][CH:12]=3)=[N:7][O:8][C:9]=2[CH:10]=1, predict the reactants needed to synthesize it. The reactants are: [CH3:1][NH:2][C:3]([C:5]1[C:6]([C:11]2[CH:16]=[CH:15][CH:14]=[CH:13][CH:12]=2)=[N:7][O:8][C:9]=1[CH3:10])=[O:4].[CH3:17][O:18][C:19]1[CH:26]=[C:25]([O:27][CH3:28])[CH:24]=[CH:23][C:20]=1[CH:21]=O. (9) Given the product [Cl:1][C:2]1[CH:7]=[CH:6][C:5]([CH2:8]/[C:9](=[N:20]\[S@:18]([C:15]([CH3:17])([CH3:16])[CH3:14])=[O:19])/[CH3:10])=[C:4]([O:12][CH3:13])[CH:3]=1, predict the reactants needed to synthesize it. The reactants are: [Cl:1][C:2]1[CH:7]=[CH:6][C:5]([CH2:8][C:9](=O)[CH3:10])=[C:4]([O:12][CH3:13])[CH:3]=1.[CH3:14][C:15]([S@@:18]([NH2:20])=[O:19])([CH3:17])[CH3:16].